Dataset: CYP2C9 inhibition data for predicting drug metabolism from PubChem BioAssay. Task: Regression/Classification. Given a drug SMILES string, predict its absorption, distribution, metabolism, or excretion properties. Task type varies by dataset: regression for continuous measurements (e.g., permeability, clearance, half-life) or binary classification for categorical outcomes (e.g., BBB penetration, CYP inhibition). Dataset: cyp2c9_veith. (1) The compound is O=C(O)CC[P+](c1ccccc1)(c1ccccc1)c1ccccc1. The result is 0 (non-inhibitor). (2) The molecule is N[C@H](Cc1ccc(F)cc1)C(=O)O. The result is 0 (non-inhibitor). (3) The compound is O=C(/C=C\c1ccc(Cl)cc1)N[C@@]12CCC(=O)[C@@H]3Oc4c(O)ccc5c4[C@@]31CCN(CC1CC1)[C@@H]2C5. The result is 1 (inhibitor). (4) The compound is COc1ncc2nc(CCc3ccccc3)c(=O)n(Cc3ccc(F)cc3)c2n1. The result is 1 (inhibitor). (5) The molecule is c1cncc(-c2nc(N3CCNCC3)c3ccccc3n2)c1. The result is 0 (non-inhibitor). (6) The compound is CN1C(=O)CCS(=O)(=O)[C@H]1c1ccc(Cl)cc1. The result is 0 (non-inhibitor). (7) The compound is CCCCCOC(=O)CSc1nnc(-c2ccccc2)c(=O)[nH]1. The result is 1 (inhibitor).